This data is from Forward reaction prediction with 1.9M reactions from USPTO patents (1976-2016). The task is: Predict the product of the given reaction. (1) Given the reactants [CH3:1][N:2]1[C:10]2[C:5](=[C:6]([C:11]3[CH:16]=[CH:15][CH:14]=[CH:13][CH:12]=3)[CH:7]=[CH:8][CH:9]=2)[C:4]([CH:17]=O)=[CH:3]1.[OH:19][C:20]1[CH:28]=[C:27](O)[CH:26]=[C:25]2[C:21]=1[CH2:22][C:23](=O)[O:24]2.Cl.C([OH:34])C, predict the reaction product. The product is: [OH:19][C:20]1[C:21]2[C:22](=[O:34])/[C:23](=[CH:17]/[C:4]3[C:5]4[C:10](=[CH:9][CH:8]=[CH:7][C:6]=4[C:11]4[CH:16]=[CH:15][CH:14]=[CH:13][CH:12]=4)[N:2]([CH3:1])[CH:3]=3)/[O:24][C:25]=2[CH:26]=[CH:27][CH:28]=1. (2) The product is: [CH3:23][CH:24]([CH3:40])[C:25]([NH:27][C:28]1[CH:33]=[CH:32][CH:31]=[C:30]([CH:34]2[CH2:39][CH2:38][N:37]([CH2:8][CH2:9][CH2:10][CH2:11][C:12]([C:14]3[CH:19]=[CH:18][CH:17]=[C:16]([N+:20]([O-:22])=[O:21])[CH:15]=3)=[O:13])[CH2:36][CH2:35]2)[CH:29]=1)=[O:26]. Given the reactants C([O-])([O-])=O.[K+].[K+].Cl[CH2:8][CH2:9][CH2:10][CH2:11][C:12]([C:14]1[CH:19]=[CH:18][CH:17]=[C:16]([N+:20]([O-:22])=[O:21])[CH:15]=1)=[O:13].[CH3:23][CH:24]([CH3:40])[C:25]([NH:27][C:28]1[CH:33]=[CH:32][CH:31]=[C:30]([CH:34]2[CH2:39][CH2:38][NH:37][CH2:36][CH2:35]2)[CH:29]=1)=[O:26], predict the reaction product. (3) Given the reactants NN.C1(=O)[N:7]([CH2:8][CH2:9][CH2:10][N:11]2[CH2:19][C@H:18]3[C@H:13]([CH2:14][C:15]4[CH:23]=[CH:22][CH:21]=[CH:20][C:16]=4[CH2:17]3)[CH2:12]2)C(=O)C2=CC=CC=C12.C(OCC)C, predict the reaction product. The product is: [NH2:7][CH2:8][CH2:9][CH2:10][N:11]1[CH2:19][C@H:18]2[C@H:13]([CH2:14][C:15]3[CH:23]=[CH:22][CH:21]=[CH:20][C:16]=3[CH2:17]2)[CH2:12]1. (4) Given the reactants C(O[C:6]([N:8]1[CH2:12][C:11](=[N:13][O:14][CH2:15][C:16]2[CH:21]=[CH:20][C:19]([O:22][CH3:23])=[CH:18][CH:17]=2)[CH2:10][C@H:9]1[C:24]([OH:26])=O)=[O:7])(C)(C)C.[C:27]1([CH:33]([C:37]2[CH:42]=[CH:41][CH:40]=[CH:39][CH:38]=2)C(Cl)=O)[CH:32]=[CH:31][CH:30]=[CH:29][CH:28]=1.[CH2:43]([N:45]([CH2:49][CH3:50])[CH2:46][CH2:47][NH2:48])[CH3:44], predict the reaction product. The product is: [CH2:43]([N:45]([CH2:49][CH3:50])[CH2:46][CH2:47][NH:48][C:24]([C@@H:9]1[CH2:10][C:11](=[N:13][O:14][CH2:15][C:16]2[CH:17]=[CH:18][C:19]([O:22][CH3:23])=[CH:20][CH:21]=2)[CH2:12][N:8]1[C:6](=[O:7])[CH:33]([C:27]1[CH:28]=[CH:29][CH:30]=[CH:31][CH:32]=1)[C:37]1[CH:38]=[CH:39][CH:40]=[CH:41][CH:42]=1)=[O:26])[CH3:44]. (5) Given the reactants [CH3:1][O:2][C:3](=[O:21])[C:4]1[CH:9]=[CH:8][CH:7]=[CH:6][C:5]=1[NH:10][S:11]([C:14]1[CH:19]=[CH:18][C:17]([CH3:20])=[CH:16][CH:15]=1)(=[O:13])=[O:12].Br[CH2:23][CH2:24][CH2:25][C:26]([O:28][CH2:29][CH3:30])=[O:27], predict the reaction product. The product is: [CH3:1][O:2][C:3](=[O:21])[C:4]1[CH:9]=[CH:8][CH:7]=[CH:6][C:5]=1[N:10]([CH2:23][CH2:24][CH2:25][C:26]([O:28][CH2:29][CH3:30])=[O:27])[S:11]([C:14]1[CH:15]=[CH:16][C:17]([CH3:20])=[CH:18][CH:19]=1)(=[O:13])=[O:12].